This data is from Catalyst prediction with 721,799 reactions and 888 catalyst types from USPTO. The task is: Predict which catalyst facilitates the given reaction. Reactant: [H-].[Na+].[NH2:3][C:4]1[C:13]2[C:8](=[C:9]([O:16][CH:17]3[CH2:21][CH2:20][CH2:19][CH2:18]3)[C:10]([O:14][CH3:15])=[CH:11][CH:12]=2)[O:7][C:6](=[O:22])[CH:5]=1.CS(C)=O.[Br:27][C:28]1[CH:29]=[N:30][CH:31]=[C:32]([Cl:35])[C:33]=1Cl. Product: [Br:27][C:28]1[CH:29]=[N:30][CH:31]=[C:32]([Cl:35])[C:33]=1[NH:3][C:4]1[C:13]2[C:8](=[C:9]([O:16][CH:17]3[CH2:21][CH2:20][CH2:19][CH2:18]3)[C:10]([O:14][CH3:15])=[CH:11][CH:12]=2)[O:7][C:6](=[O:22])[CH:5]=1. The catalyst class is: 170.